This data is from Full USPTO retrosynthesis dataset with 1.9M reactions from patents (1976-2016). The task is: Predict the reactants needed to synthesize the given product. Given the product [Br:22][C:23]1[N:28]=[C:27]([CH:29]([C:30]2[CH:31]=[C:32]([CH:35]=[CH:36][CH:37]=2)[C:33]#[N:34])[CH:7]([C:8]2[CH:9]=[N:10][CH:11]=[CH:12][CH:13]=2)[C:3]2[CH:2]=[N:1][CH:6]=[CH:5][CH:4]=2)[CH:26]=[CH:25][CH:24]=1, predict the reactants needed to synthesize it. The reactants are: [N:1]1[CH:6]=[CH:5][CH:4]=[C:3]([CH2:7][C:8]2[CH:9]=[N:10][CH:11]=[CH:12][CH:13]=2)[CH:2]=1.[Li+].CC([N-]C(C)C)C.[Br:22][C:23]1[N:28]=[C:27]([CH:29](Cl)[C:30]2[CH:31]=[C:32]([CH:35]=[CH:36][CH:37]=2)[C:33]#[N:34])[CH:26]=[CH:25][CH:24]=1.